The task is: Predict the reaction yield, written as a fraction of the theoretical maximum amount of product (1.0 means a 100% yield; for example, 0.34 means a 34% yield).. This data is from Reaction yield outcomes from USPTO patents with 853,638 reactions. (1) The reactants are [NH2:1][C:2]1[N:6]([C:7]2[CH:8]=[C:9]([CH:13]=[CH:14][CH:15]=2)[C:10]([OH:12])=[O:11])[N:5]=[CH:4][C:3]=1[C:16]#[N:17].[CH3:18][Si](C=[N+]=[N-])(C)C.C(OCC)C. The catalyst is C1(C)C=CC=CC=1.CO. The product is [CH3:18][O:11][C:10](=[O:12])[C:9]1[CH:13]=[CH:14][CH:15]=[C:7]([N:6]2[C:2]([NH2:1])=[C:3]([C:16]#[N:17])[CH:4]=[N:5]2)[CH:8]=1. The yield is 1.00. (2) The reactants are [OH:1][C:2]1[CH:10]=[CH:9][C:5]([C:6]([OH:8])=[O:7])=[C:4]([CH3:11])[CH:3]=1.S(=O)(=O)(O)O.[CH3:17]O. No catalyst specified. The product is [CH3:17][O:7][C:6](=[O:8])[C:5]1[CH:9]=[CH:10][C:2]([OH:1])=[CH:3][C:4]=1[CH3:11]. The yield is 0.950. (3) The reactants are CC(OC(/N=N/C(OC(C)C)=O)=O)C.[CH2:15]([N:17]1[C:23]2[N:24]=[CH:25][C:26]([CH2:28][CH2:29][OH:30])=[CH:27][C:22]=2[C:21](=[O:31])[N:20]([CH3:32])[C:19]2[CH:33]=[CH:34][CH:35]=[N:36][C:18]1=2)[CH3:16].[Br:37][C:38]1[CH:43]=[CH:42][C:41](O)=[C:40]([CH3:45])[CH:39]=1.C1C=CC(P(C2C=CC=CC=2)C2C=CC=CC=2)=CC=1. The catalyst is C1COCC1. The product is [Br:37][C:38]1[CH:43]=[CH:42][C:41]([O:30][CH2:29][CH2:28][C:26]2[CH:25]=[N:24][C:23]3[N:17]([CH2:15][CH3:16])[C:18]4[N:36]=[CH:35][CH:34]=[CH:33][C:19]=4[N:20]([CH3:32])[C:21](=[O:31])[C:22]=3[CH:27]=2)=[C:40]([CH3:45])[CH:39]=1. The yield is 0.580. (4) The reactants are [CH3:1][C:2]1[CH:3]=[C:4]([NH2:9])[C:5]([NH2:8])=[CH:6][CH:7]=1.[C:10](OCC)(=[O:16])[C:11](OCC)=[O:12]. No catalyst specified. The product is [CH3:1][C:2]1[CH:3]=[C:4]2[C:5](=[CH:6][CH:7]=1)[NH:8][C:11](=[O:12])[C:10](=[O:16])[NH:9]2. The yield is 0.920. (5) The reactants are [C:1]([C:5]1[CH:44]=[CH:43][C:8]([C:9]([NH:11][C@@H:12]([CH2:16][C:17]2[CH:22]=[CH:21][C:20]([C:23]3[N:28]=[CH:27][C:26]([C:29]4[CH:34]=[CH:33][C:32]([O:35][CH2:36][CH2:37][CH2:38][CH2:39][CH2:40][CH2:41][CH3:42])=[CH:31][CH:30]=4)=[CH:25][N:24]=3)=[CH:19][CH:18]=2)[C:13](O)=[O:14])=[O:10])=[CH:7][CH:6]=1)([CH3:4])([CH3:3])[CH3:2].[CH3:45][S:46]([NH2:49])(=[O:48])=[O:47].C(Cl)CCl. The yield is 0.400. The product is [C:1]([C:5]1[CH:44]=[CH:43][C:8]([C:9]([NH:11][C@@H:12]([CH2:16][C:17]2[CH:22]=[CH:21][C:20]([C:23]3[N:28]=[CH:27][C:26]([C:29]4[CH:30]=[CH:31][C:32]([O:35][CH2:36][CH2:37][CH2:38][CH2:39][CH2:40][CH2:41][CH3:42])=[CH:33][CH:34]=4)=[CH:25][N:24]=3)=[CH:19][CH:18]=2)[C:13]([NH:49][S:46]([CH3:45])(=[O:48])=[O:47])=[O:14])=[O:10])=[CH:7][CH:6]=1)([CH3:3])([CH3:2])[CH3:4]. The catalyst is CN(C1C=CN=CC=1)C.CN(C=O)C.CC(=O)OCC.